Dataset: Full USPTO retrosynthesis dataset with 1.9M reactions from patents (1976-2016). Task: Predict the reactants needed to synthesize the given product. (1) Given the product [Cl:1][C:2]1[CH:3]=[C:4]2[C:8](=[CH:9][CH:10]=1)/[C:7](=[N:20]\[S@@:18]([C:14]([CH3:17])([CH3:16])[CH3:15])=[O:19])/[C@@H:6]([O:12][CH3:13])[CH2:5]2, predict the reactants needed to synthesize it. The reactants are: [Cl:1][C:2]1[CH:3]=[C:4]2[C:8](=[CH:9][CH:10]=1)[C:7](=O)[CH:6]([O:12][CH3:13])[CH2:5]2.[C:14]([S@:18]([NH2:20])=[O:19])([CH3:17])([CH3:16])[CH3:15]. (2) Given the product [CH:4]1([C:9]2[S:10][CH:11]=[C:12]([C:14]([OH:16])=[O:15])[N:13]=2)[CH2:5][CH2:6][CH2:7][CH2:8]1, predict the reactants needed to synthesize it. The reactants are: O.[OH-].[Li+].[CH:4]1([C:9]2[S:10][CH:11]=[C:12]([C:14]([O:16]CC)=[O:15])[N:13]=2)[CH2:8][CH2:7][CH2:6][CH2:5]1.Cl. (3) Given the product [NH2:29][C:25]1[CH:24]=[C:23]([CH:28]=[CH:27][CH:26]=1)[O:22][C:15]1[C:16]2[CH:21]=[CH:20][NH:19][C:17]=2[N:18]=[C:13]([NH:12][C:9]2[CH:10]=[CH:11][C:6]([N:5]([CH2:4][CH2:3][O:2][CH3:1])[CH3:32])=[N:7][CH:8]=2)[N:14]=1, predict the reactants needed to synthesize it. The reactants are: [CH3:1][O:2][CH2:3][CH2:4][N:5]([CH3:32])[C:6]1[CH:11]=[CH:10][C:9]([NH:12][C:13]2[N:14]=[C:15]([O:22][C:23]3[CH:28]=[CH:27][CH:26]=[C:25]([N+:29]([O-])=O)[CH:24]=3)[C:16]3[CH:21]=[CH:20][NH:19][C:17]=3[N:18]=2)=[CH:8][N:7]=1.[H][H]. (4) Given the product [C:22]([O:25][C:26](=[O:27])[NH:19][C:10]1[C@:11]([CH3:18])([C:14]([F:16])([F:17])[F:15])[O:12][CH2:13][C@:8]([C:4]2[CH:5]=[CH:6][CH:7]=[C:2]([Br:1])[CH:3]=2)([CH3:20])[N:9]=1)([CH3:24])([CH3:23])[CH3:21], predict the reactants needed to synthesize it. The reactants are: [Br:1][C:2]1[CH:3]=[C:4]([C@:8]2([CH3:20])[CH2:13][O:12][C@@:11]([CH3:18])([C:14]([F:17])([F:16])[F:15])[C:10]([NH2:19])=[N:9]2)[CH:5]=[CH:6][CH:7]=1.[CH3:21][C:22]([O:25][C:26](O[C:26]([O:25][C:22]([CH3:24])([CH3:23])[CH3:21])=[O:27])=[O:27])([CH3:24])[CH3:23].CCN(CC)CC. (5) Given the product [CH3:27][C:25]1[CH:24]=[CH:23][N:22]=[C:21]([NH:20][C:18]2[N:19]=[C:14]([C:11]3[O:10][C:9]([C:8]4[C:3](=[O:2])[NH:4][CH:5]=[CH:6][CH:7]=4)=[N:13][CH:12]=3)[CH:15]=[CH:16][CH:17]=2)[CH:26]=1, predict the reactants needed to synthesize it. The reactants are: C[O:2][C:3]1[C:8]([C:9]2[O:10][C:11]([C:14]3[N:19]=[C:18]([NH:20][C:21]4[CH:26]=[C:25]([CH3:27])[CH:24]=[CH:23][N:22]=4)[CH:17]=[CH:16][CH:15]=3)=[CH:12][N:13]=2)=[CH:7][CH:6]=[CH:5][N:4]=1.Cl.O. (6) Given the product [C:14]([C:12]1[CH:11]=[CH:10][C:9]2[N:4]([CH:1]3[CH2:2][CH2:3]3)[CH2:5][NH:6][S:7](=[O:19])(=[O:18])[C:8]=2[CH:13]=1)([OH:16])=[O:15], predict the reactants needed to synthesize it. The reactants are: [CH:1]1([N:4]2[C:9]3[CH:10]=[CH:11][C:12]([C:14]([O:16]C)=[O:15])=[CH:13][C:8]=3[S:7](=[O:19])(=[O:18])[NH:6][CH2:5]2)[CH2:3][CH2:2]1.[OH-].[Na+]. (7) Given the product [CH2:13]([C:11]1[CH:10]=[C:9]([C:19]2[C:20]3[NH:24][C:23]([CH:25]=[C:26]4[N:60]=[C:29]([C:30]([C:42]5[CH:43]=[C:44]([CH2:54][CH2:55][CH2:56][CH2:57][CH2:58][CH3:59])[CH:45]=[C:46]([CH2:48][CH2:49][CH2:50][CH2:51][CH2:52][CH3:53])[CH:47]=5)=[C:31]5[NH:41][C:34](=[C:35]([Br:61])[C:36]6[CH:37]=[CH:38][C:39]=2[N:40]=6)[CH:33]=[CH:32]5)[CH:28]=[CH:27]4)=[CH:22][CH:21]=3)[CH:8]=[C:7]([CH2:1][CH2:2][CH2:3][CH2:4][CH2:5][CH3:6])[CH:12]=1)[CH2:14][CH2:15][CH2:16][CH2:17][CH3:18], predict the reactants needed to synthesize it. The reactants are: [CH2:1]([C:7]1[CH:8]=[C:9]([C:19]2[C:20]3[NH:24][C:23]([CH:25]=[C:26]4[N:60]=[C:29]([C:30]([C:42]5[CH:47]=[C:46]([CH2:48][CH2:49][CH2:50][CH2:51][CH2:52][CH3:53])[CH:45]=[C:44]([CH2:54][CH2:55][CH2:56][CH2:57][CH2:58][CH3:59])[CH:43]=5)=[C:31]5[NH:41][C:34](=[CH:35][C:36]6[CH:37]=[CH:38][C:39]=2[N:40]=6)[CH:33]=[CH:32]5)[CH:28]=[CH:27]4)=[CH:22][CH:21]=3)[CH:10]=[C:11]([CH2:13][CH2:14][CH2:15][CH2:16][CH2:17][CH3:18])[CH:12]=1)[CH2:2][CH2:3][CH2:4][CH2:5][CH3:6].[Br:61]N1C(=O)CCC1=O. (8) Given the product [CH3:25][CH:13]([CH2:14][CH2:15][CH2:16][CH:17]([CH3:24])[CH2:18][CH2:19][CH2:20][CH:21]([CH3:23])[CH3:22])[CH2:12][CH2:11][CH2:10][CH2:9][CH2:8][O:7][CH2:6][CH2:5][OH:4], predict the reactants needed to synthesize it. The reactants are: C([O:4][CH2:5][CH2:6][O:7][CH2:8][CH2:9][CH2:10][CH2:11][CH2:12][CH:13]([CH3:25])[CH2:14][CH2:15][CH2:16][CH:17]([CH3:24])[CH2:18][CH2:19][CH2:20][CH:21]([CH3:23])[CH3:22])(=O)C.[OH-].[K+]. (9) Given the product [N:1]12[CH2:6][CH2:5][CH:4]([CH2:7][CH2:8]1)[C@@H:3]([NH:9][C:10]([C:12]1[CH:13]=[CH:14][C:15]3[O:19][CH:18]=[C:17]([C:20]#[CH:21])[C:16]=3[CH:26]=1)=[O:11])[CH2:2]2, predict the reactants needed to synthesize it. The reactants are: [N:1]12[CH2:8][CH2:7][CH:4]([CH2:5][CH2:6]1)[C@@H:3]([NH:9][C:10]([C:12]1[CH:13]=[CH:14][C:15]3[O:19][CH:18]=[C:17]([C:20]#[C:21][Si](C)(C)C)[C:16]=3[CH:26]=1)=[O:11])[CH2:2]2.C([O-])(O)=O.[Na+].